Dataset: Forward reaction prediction with 1.9M reactions from USPTO patents (1976-2016). Task: Predict the product of the given reaction. (1) Given the reactants CO[C:3]([C:5]1[C:10]([NH:11][C:12]2[CH:17]=[CH:16][CH:15]=[CH:14][CH:13]=2)=[N:9][CH:8]=[CH:7][N:6]=1)=[O:4].[Cl:18][C:19]1[CH:20]=[C:21]([CH:23]=[CH:24][CH:25]=1)[NH2:22], predict the reaction product. The product is: [Cl:18][C:19]1[CH:20]=[C:21]([NH:22][C:3]([C:5]2[C:10]([NH:11][C:12]3[CH:17]=[CH:16][CH:15]=[CH:14][CH:13]=3)=[N:9][CH:8]=[CH:7][N:6]=2)=[O:4])[CH:23]=[CH:24][CH:25]=1. (2) The product is: [CH2:1]([O:8][C:9]([C:11]1[S:28][C:14]2[N:15]=[C:16]([O:27][CH3:29])[N:17]([CH2:20][C:21]3[CH:22]=[CH:23][CH:24]=[CH:25][CH:26]=3)[C:18](=[O:19])[C:13]=2[CH:12]=1)=[O:10])[C:2]1[CH:3]=[CH:4][CH:5]=[CH:6][CH:7]=1. Given the reactants [CH2:1]([O:8][C:9]([C:11]1[S:28][C:14]2[NH:15][C:16](=[O:27])[N:17]([CH2:20][C:21]3[CH:26]=[CH:25][CH:24]=[CH:23][CH:22]=3)[C:18](=[O:19])[C:13]=2[CH:12]=1)=[O:10])[C:2]1[CH:7]=[CH:6][CH:5]=[CH:4][CH:3]=1.[CH3:29]O, predict the reaction product. (3) Given the reactants [I:1][C:2]1[CH:8]=[CH:7][C:5]([NH2:6])=[CH:4][CH:3]=1.[C:9]1(=O)[CH2:13][CH2:12][CH2:11][CH2:10]1.C[Si]([C:19]#[N:20])(C)C.[OH-].[NH4+], predict the reaction product. The product is: [I:1][C:2]1[CH:8]=[CH:7][C:5]([NH:6][C:9]2([C:19]#[N:20])[CH2:13][CH2:12][CH2:11][CH2:10]2)=[CH:4][CH:3]=1. (4) Given the reactants Cl.[Cl:2][C:3]1[CH:8]=[C:7]([C:9]2[CH:14]=[CH:13][CH:12]=[C:11]([Cl:15])[CH:10]=2)[N:6]=[C:5]2[CH2:16][CH2:17][CH2:18][C:4]=12.[NH2:19][C:20]1[CH:21]=[C:22]([CH2:26][C:27]([O:29][CH3:30])=[O:28])[CH:23]=[CH:24][CH:25]=1, predict the reaction product. The product is: [ClH:2].[Cl:15][C:11]1[CH:10]=[C:9]([C:7]2[N:6]=[C:5]3[CH2:16][CH2:17][CH2:18][C:4]3=[C:3]([NH:19][C:20]3[CH:21]=[C:22]([CH2:26][C:27]([O:29][CH3:30])=[O:28])[CH:23]=[CH:24][CH:25]=3)[CH:8]=2)[CH:14]=[CH:13][CH:12]=1. (5) Given the reactants [N+:1]([C:4]1[CH:9]=[CH:8][C:7]([N:10]2[CH2:15][CH2:14][NH:13][CH2:12][CH2:11]2)=[CH:6][CH:5]=1)([O-])=O.Cl.[CH3:17][N:18]([CH3:23])[CH2:19][C:20](O)=[O:21].CCN=C=NCCCN(C)C.Cl.C1C=CC2N(O)N=NC=2C=1, predict the reaction product. The product is: [NH2:1][C:4]1[CH:9]=[CH:8][C:7]([N:10]2[CH2:15][CH2:14][N:13]([C:20](=[O:21])[CH2:19][N:18]([CH3:23])[CH3:17])[CH2:12][CH2:11]2)=[CH:6][CH:5]=1. (6) Given the reactants [NH2:1][C:2]1[CH:3]=[C:4](Cl)[C:5]([N:8]2[CH2:13][CH2:12][CH:11]([O:14][CH3:15])[CH2:10][CH2:9]2)=[N:6][CH:7]=1.[CH:17]1(B(O)O)[CH2:19][CH2:18]1.P([O-])([O-])([O-])=O.[K+].[K+].[K+].C1(C)C=CC=CC=1, predict the reaction product. The product is: [NH2:1][C:2]1[CH:3]=[C:4]([CH:17]2[CH2:19][CH2:18]2)[C:5]([N:8]2[CH2:13][CH2:12][CH:11]([O:14][CH3:15])[CH2:10][CH2:9]2)=[N:6][CH:7]=1.